From a dataset of Forward reaction prediction with 1.9M reactions from USPTO patents (1976-2016). Predict the product of the given reaction. Given the reactants [CH:1]1([C:7]2[N:11]3[C:12]4[C:17]([NH:18][C:19](=[O:20])[C:10]3=[CH:9][N:8]=2)=[CH:16][CH:15]=[C:14](C(OCC)=O)[CH:13]=4)[CH2:6][CH2:5][CH2:4][CH2:3][CH2:2]1.C[Mg]Br.Cl.[C:30](=O)([O-])O.[Na+].C([O:37][CH2:38][CH3:39])C, predict the reaction product. The product is: [CH:1]1([C:7]2[N:11]3[C:12]4[C:17]([NH:18][C:19](=[O:20])[C:10]3=[CH:9][N:8]=2)=[CH:16][CH:15]=[C:14]([C:38]([OH:37])([CH3:39])[CH3:30])[CH:13]=4)[CH2:2][CH2:3][CH2:4][CH2:5][CH2:6]1.